This data is from CYP2C9 substrate classification data from Carbon-Mangels et al.. The task is: Regression/Classification. Given a drug SMILES string, predict its absorption, distribution, metabolism, or excretion properties. Task type varies by dataset: regression for continuous measurements (e.g., permeability, clearance, half-life) or binary classification for categorical outcomes (e.g., BBB penetration, CYP inhibition). Dataset: cyp2c9_substrate_carbonmangels. (1) The drug is Fc1ccc([C@@H]2CCNC[C@H]2COc2ccc3c(c2)OCO3)cc1. The result is 0 (non-substrate). (2) The compound is CCC[C@@]1(CCc2ccccc2)CC(=O)C([C@H](CC)c2cccc(NS(=O)(=O)c3ccc(C(F)(F)F)cn3)c2)=C(O)O1. The result is 0 (non-substrate). (3) The molecule is COC(=O)N[C@H](C(=O)N[C@@H](Cc1ccccc1)[C@H](O)CN(Cc1ccc(-c2ccccn2)cc1)NC(=O)[C@H](NC(=O)OC)C(C)(C)C)C(C)(C)C. The result is 0 (non-substrate). (4) The compound is O=[S@H](Cc1ccccn1)c1nc2ccccc2[nH]1. The result is 0 (non-substrate). (5) The molecule is Cc1ccc(Cl)c(OC[C@@H](O)CNC(C)(C)C)c1. The result is 0 (non-substrate). (6) The drug is Cc1cc(-c2ccccc2)nnc1NCCN1CCOCC1. The result is 0 (non-substrate).